Regression. Given two drug SMILES strings and cell line genomic features, predict the synergy score measuring deviation from expected non-interaction effect. From a dataset of NCI-60 drug combinations with 297,098 pairs across 59 cell lines. (1) Drug 2: CCN(CC)CCCC(C)NC1=C2C=C(C=CC2=NC3=C1C=CC(=C3)Cl)OC. Synergy scores: CSS=10.4, Synergy_ZIP=-3.42, Synergy_Bliss=1.84, Synergy_Loewe=-2.83, Synergy_HSA=2.26. Cell line: NCI-H322M. Drug 1: C1=CC=C(C(=C1)C(C2=CC=C(C=C2)Cl)C(Cl)Cl)Cl. (2) Drug 1: CC1OCC2C(O1)C(C(C(O2)OC3C4COC(=O)C4C(C5=CC6=C(C=C35)OCO6)C7=CC(=C(C(=C7)OC)O)OC)O)O. Drug 2: CC1C(C(CC(O1)OC2CC(CC3=C2C(=C4C(=C3O)C(=O)C5=C(C4=O)C(=CC=C5)OC)O)(C(=O)C)O)N)O.Cl. Cell line: SF-268. Synergy scores: CSS=43.6, Synergy_ZIP=9.81, Synergy_Bliss=11.4, Synergy_Loewe=10.7, Synergy_HSA=12.2. (3) Drug 1: C1=CC(=CC=C1C#N)C(C2=CC=C(C=C2)C#N)N3C=NC=N3. Drug 2: CN1C(=O)N2C=NC(=C2N=N1)C(=O)N. Cell line: MDA-MB-435. Synergy scores: CSS=1.27, Synergy_ZIP=0.571, Synergy_Bliss=1.72, Synergy_Loewe=-4.52, Synergy_HSA=-0.874. (4) Synergy scores: CSS=51.5, Synergy_ZIP=7.68, Synergy_Bliss=9.49, Synergy_Loewe=-70.3, Synergy_HSA=5.37. Cell line: SNB-75. Drug 1: CC1=CC2C(CCC3(C2CCC3(C(=O)C)OC(=O)C)C)C4(C1=CC(=O)CC4)C. Drug 2: CC=C1C(=O)NC(C(=O)OC2CC(=O)NC(C(=O)NC(CSSCCC=C2)C(=O)N1)C(C)C)C(C)C. (5) Drug 1: CCCCC(=O)OCC(=O)C1(CC(C2=C(C1)C(=C3C(=C2O)C(=O)C4=C(C3=O)C=CC=C4OC)O)OC5CC(C(C(O5)C)O)NC(=O)C(F)(F)F)O. Synergy scores: CSS=3.91, Synergy_ZIP=-2.70, Synergy_Bliss=1.60, Synergy_Loewe=-6.19, Synergy_HSA=-2.07. Cell line: OVCAR-4. Drug 2: CN1C2=C(C=C(C=C2)N(CCCl)CCCl)N=C1CCCC(=O)O.Cl.